From a dataset of Forward reaction prediction with 1.9M reactions from USPTO patents (1976-2016). Predict the product of the given reaction. (1) Given the reactants [C:1]1(=[O:11])[NH:5][C:4](=[O:6])[C:3]2=[CH:7][CH:8]=[CH:9][CH:10]=[C:2]12.[CH3:12][O:13][C:14]1[CH:19]=[CH:18][C:17]([C@@H:20](N)[CH3:21])=[CH:16][CH:15]=1.C([O-])([O-])=O.[K+].[K+], predict the reaction product. The product is: [CH3:12][O:13][C:14]1[CH:19]=[CH:18][C:17]([C@@H:20]([N:5]2[C:1](=[O:11])[C:2]3[C:3](=[CH:7][CH:8]=[CH:9][CH:10]=3)[C:4]2=[O:6])[CH3:21])=[CH:16][CH:15]=1. (2) Given the reactants Cl[C:2]1[N:3]=[C:4]([NH:20][CH3:21])[C:5]2[CH2:10][CH2:9][CH:8]([C:11]3[CH:16]=[C:15]([F:17])[C:14]([F:18])=[C:13]([F:19])[CH:12]=3)[C:6]=2[N:7]=1.[Cl:22][C:23]1[N:27]=[CH:26][N:25]([C:28]2[CH:34]=[CH:33][C:31]([NH2:32])=[CH:30][C:29]=2[O:35][CH3:36])[N:24]=1, predict the reaction product. The product is: [Cl:22][C:23]1[N:27]=[CH:26][N:25]([C:28]2[CH:34]=[CH:33][C:31]([NH:32][C:2]3[N:3]=[C:4]([NH:20][CH3:21])[C:5]4[CH2:10][CH2:9][CH:8]([C:11]5[CH:12]=[C:13]([F:19])[C:14]([F:18])=[C:15]([F:17])[CH:16]=5)[C:6]=4[N:7]=3)=[CH:30][C:29]=2[O:35][CH3:36])[N:24]=1.